From a dataset of NCI-60 drug combinations with 297,098 pairs across 59 cell lines. Regression. Given two drug SMILES strings and cell line genomic features, predict the synergy score measuring deviation from expected non-interaction effect. (1) Drug 1: CC1=C2C(C(=O)C3(C(CC4C(C3C(C(C2(C)C)(CC1OC(=O)C(C(C5=CC=CC=C5)NC(=O)OC(C)(C)C)O)O)OC(=O)C6=CC=CC=C6)(CO4)OC(=O)C)OC)C)OC. Drug 2: CN1C(=O)N2C=NC(=C2N=N1)C(=O)N. Cell line: NCI-H226. Synergy scores: CSS=25.0, Synergy_ZIP=-1.14, Synergy_Bliss=-4.65, Synergy_Loewe=-33.3, Synergy_HSA=-5.63. (2) Drug 1: C1=NC(=NC(=O)N1C2C(C(C(O2)CO)O)O)N. Drug 2: C(=O)(N)NO. Cell line: UO-31. Synergy scores: CSS=14.0, Synergy_ZIP=-7.09, Synergy_Bliss=0.750, Synergy_Loewe=-12.2, Synergy_HSA=1.16. (3) Drug 1: C1=NC2=C(N=C(N=C2N1C3C(C(C(O3)CO)O)F)Cl)N. Drug 2: C1=CN(C=N1)CC(O)(P(=O)(O)O)P(=O)(O)O. Cell line: T-47D. Synergy scores: CSS=1.18, Synergy_ZIP=0.697, Synergy_Bliss=-0.445, Synergy_Loewe=-3.08, Synergy_HSA=-3.42. (4) Drug 1: COC1=C(C=C2C(=C1)N=CN=C2NC3=CC(=C(C=C3)F)Cl)OCCCN4CCOCC4. Drug 2: CCN(CC)CCNC(=O)C1=C(NC(=C1C)C=C2C3=C(C=CC(=C3)F)NC2=O)C. Cell line: SW-620. Synergy scores: CSS=0.269, Synergy_ZIP=0.475, Synergy_Bliss=-0.561, Synergy_Loewe=-1.91, Synergy_HSA=-1.73. (5) Drug 1: CCCCC(=O)OCC(=O)C1(CC(C2=C(C1)C(=C3C(=C2O)C(=O)C4=C(C3=O)C=CC=C4OC)O)OC5CC(C(C(O5)C)O)NC(=O)C(F)(F)F)O. Drug 2: N.N.Cl[Pt+2]Cl. Cell line: T-47D. Synergy scores: CSS=50.6, Synergy_ZIP=-3.87, Synergy_Bliss=-3.82, Synergy_Loewe=-8.45, Synergy_HSA=-1.71. (6) Drug 1: CC(CN1CC(=O)NC(=O)C1)N2CC(=O)NC(=O)C2. Drug 2: CCC1(C2=C(COC1=O)C(=O)N3CC4=CC5=C(C=CC(=C5CN(C)C)O)N=C4C3=C2)O.Cl. Cell line: SW-620. Synergy scores: CSS=36.1, Synergy_ZIP=-8.61, Synergy_Bliss=-3.00, Synergy_Loewe=-2.49, Synergy_HSA=0.359.